From a dataset of Full USPTO retrosynthesis dataset with 1.9M reactions from patents (1976-2016). Predict the reactants needed to synthesize the given product. Given the product [N:32]([CH2:16][C:9]1[CH:10]=[C:11]([O:14][CH3:15])[CH:12]=[CH:13][C:8]=1[N:4]1[C:5]([CH3:7])=[CH:6][C:2]([CH3:1])=[N:3]1)=[N+:33]=[N-:34], predict the reactants needed to synthesize it. The reactants are: [CH3:1][C:2]1[CH:6]=[C:5]([CH3:7])[N:4]([C:8]2[CH:13]=[CH:12][C:11]([O:14][CH3:15])=[CH:10][C:9]=2[CH2:16]O)[N:3]=1.C1C=CC(P([N:32]=[N+:33]=[N-:34])(C2C=CC=CC=2)=O)=CC=1.C1CCN2C(=NCCC2)CC1.